Dataset: Peptide-MHC class I binding affinity with 185,985 pairs from IEDB/IMGT. Task: Regression. Given a peptide amino acid sequence and an MHC pseudo amino acid sequence, predict their binding affinity value. This is MHC class I binding data. (1) The peptide sequence is ELFARSSDPR. The binding affinity (normalized) is 0.0847. The MHC is HLA-C14:02 with pseudo-sequence HLA-C14:02. (2) The binding affinity (normalized) is 0.182. The peptide sequence is MPAYIRNTL. The MHC is HLA-A26:01 with pseudo-sequence HLA-A26:01.